This data is from Aqueous solubility values for 9,982 compounds from the AqSolDB database. The task is: Regression/Classification. Given a drug SMILES string, predict its absorption, distribution, metabolism, or excretion properties. Task type varies by dataset: regression for continuous measurements (e.g., permeability, clearance, half-life) or binary classification for categorical outcomes (e.g., BBB penetration, CYP inhibition). For this dataset (solubility_aqsoldb), we predict Y. (1) The drug is FC(F)(F)C(F)(Cl)Cl. The Y is -3.10 log mol/L. (2) The molecule is CCNC(=O)Oc1cc(/C=C(/C#N)C(=O)N(CC)CC)cc([N+](=O)[O-])c1O. The Y is -3.18 log mol/L. (3) The compound is CCOc1nc(F)cc2nc(S(=O)(=O)Nc3c(Cl)cccc3C(=O)OC)nn12. The Y is -4.43 log mol/L. (4) The compound is Cc1cnc2nc[nH]c(=O)c2n1. The Y is -1.65 log mol/L. (5) The drug is CCCCCC(C)=O. The Y is -1.43 log mol/L. (6) The compound is C(=C/CSc1nnc(-c2ccccc2)c(-c2ccccc2)n1)\CSc1nnc(-c2ccccc2)c(-c2ccccc2)n1. The Y is -7.03 log mol/L. (7) The molecule is CN(C=O)c1ccc(S(=O)(=O)N(C)C)cc1. The Y is -2.37 log mol/L. (8) The compound is CCC(CC)C(=O)OCCOCCOCCOC(=O)C(CC)CC. The Y is -3.24 log mol/L. (9) The compound is COCCC(=O)OC. The Y is 0.803 log mol/L.